This data is from Full USPTO retrosynthesis dataset with 1.9M reactions from patents (1976-2016). The task is: Predict the reactants needed to synthesize the given product. (1) Given the product [C:29]([O:18][CH2:17][CH:16]([OH:19])[CH2:15][N:14]1[C:13]2[C:20]([N:24]([CH2:27][CH3:28])[CH2:25][CH3:26])=[CH:21][CH:22]=[CH:23][C:12]=2[N:11]=[C:10]1[NH:9][C:3]1[CH:4]=[CH:5][C:6]([Cl:8])=[CH:7][C:2]=1[Cl:1])(=[O:31])[CH3:30], predict the reactants needed to synthesize it. The reactants are: [Cl:1][C:2]1[CH:7]=[C:6]([Cl:8])[CH:5]=[CH:4][C:3]=1[NH:9][C:10]1[N:14]([CH2:15][CH:16]([OH:19])[CH2:17][OH:18])[C:13]2[C:20]([N:24]([CH2:27][CH3:28])[CH2:25][CH3:26])=[CH:21][CH:22]=[CH:23][C:12]=2[N:11]=1.[C:29](Cl)(=[O:31])[CH3:30]. (2) Given the product [F:9][C:4]1[CH:3]=[C:2]([C:12]2([OH:15])[CH2:13][CH2:14][O:10][CH2:11]2)[CH:7]=[C:6]([F:8])[CH:5]=1, predict the reactants needed to synthesize it. The reactants are: Br[C:2]1[CH:7]=[C:6]([F:8])[CH:5]=[C:4]([F:9])[CH:3]=1.[O:10]1[CH2:14][CH2:13][C:12](=[O:15])[CH2:11]1. (3) Given the product [Cl:1][C:2]1[C:3]([N:21]2[CH2:26][CH2:25][CH:24]([C:27]([OH:29])=[O:28])[CH2:23][CH2:22]2)=[N:4][C:5]([CH2:14][N:15]2[CH2:19][CH2:18][CH2:17][C:16]2=[O:20])=[C:6]([C:8](=[O:13])[CH2:9][CH2:10][CH2:11][CH3:12])[CH:7]=1, predict the reactants needed to synthesize it. The reactants are: [Cl:1][C:2]1[C:3]([N:21]2[CH2:26][CH2:25][CH:24]([C:27]([O:29]C(C)(C)C)=[O:28])[CH2:23][CH2:22]2)=[N:4][C:5]([CH2:14][N:15]2[CH2:19][CH2:18][CH2:17][C:16]2=[O:20])=[C:6]([C:8](=[O:13])[CH2:9][CH2:10][CH2:11][CH3:12])[CH:7]=1. (4) Given the product [F:8][C:9]1[CH:16]=[CH:15][CH:14]=[CH:13][C:10]=1[CH:11]1[C:19]2[CH:20]=[CH:21][S:17][C:18]=2[CH2:22][CH2:23][NH:24]1, predict the reactants needed to synthesize it. The reactants are: CCN(CC)CC.[F:8][C:9]1[CH:16]=[CH:15][CH:14]=[CH:13][C:10]=1[CH:11]=O.[S:17]1[CH:21]=[CH:20][CH:19]=[C:18]1[CH2:22][CH2:23][NH2:24].CC(=O)OCC.CCCCCC. (5) Given the product [C:1]([O:5][C:6]([N:8]1[CH2:9][CH2:10][CH:11]([CH2:14][CH:15]([N:16]2[CH2:21][CH2:20][CH:19]([C:22]3[C:30]4[C:25](=[CH:26][CH:27]=[CH:28][CH:29]=4)[NH:24][CH:23]=3)[CH2:18][CH2:17]2)[CH2:31][OH:32])[CH2:12][CH2:13]1)=[O:7])([CH3:4])([CH3:2])[CH3:3], predict the reactants needed to synthesize it. The reactants are: [C:1]([O:5][C:6]([N:8]1[CH2:13][CH2:12][CH:11]([CH2:14][CH:15]([C:31](OCC)=[O:32])[N:16]2[CH2:21][CH2:20][CH:19]([C:22]3[C:30]4[C:25](=[CH:26][CH:27]=[CH:28][CH:29]=4)[NH:24][CH:23]=3)[CH2:18][CH2:17]2)[CH2:10][CH2:9]1)=[O:7])([CH3:4])([CH3:3])[CH3:2].[H-].[Al+3].[Li+].[H-].[H-].[H-].CO.N.